From a dataset of Forward reaction prediction with 1.9M reactions from USPTO patents (1976-2016). Predict the product of the given reaction. Given the reactants [CH2:1]([O:8][C:9]1[CH:14]=[CH:13][C:12]([CH2:15][OH:16])=[C:11]([Cl:17])[CH:10]=1)[C:2]1[CH:7]=[CH:6][CH:5]=[CH:4][CH:3]=1, predict the reaction product. The product is: [CH2:1]([O:8][C:9]1[CH:14]=[CH:13][C:12]([CH:15]=[O:16])=[C:11]([Cl:17])[CH:10]=1)[C:2]1[CH:3]=[CH:4][CH:5]=[CH:6][CH:7]=1.